From a dataset of Peptide-MHC class I binding affinity with 185,985 pairs from IEDB/IMGT. Regression. Given a peptide amino acid sequence and an MHC pseudo amino acid sequence, predict their binding affinity value. This is MHC class I binding data. (1) The peptide sequence is RLSQSGHML. The MHC is HLA-A68:02 with pseudo-sequence HLA-A68:02. The binding affinity (normalized) is 0.0847. (2) The peptide sequence is IFLIITKVF. The MHC is HLA-A24:03 with pseudo-sequence HLA-A24:03. The binding affinity (normalized) is 0.353. (3) The peptide sequence is SQILPDPLK. The MHC is HLA-A11:01 with pseudo-sequence HLA-A11:01. The binding affinity (normalized) is 0.221. (4) The peptide sequence is MPFAWQFGF. The MHC is HLA-B40:13 with pseudo-sequence HLA-B40:13. The binding affinity (normalized) is 0.497.